From a dataset of Full USPTO retrosynthesis dataset with 1.9M reactions from patents (1976-2016). Predict the reactants needed to synthesize the given product. (1) Given the product [CH3:22][N:2]([CH3:1])[CH2:3][CH2:4][CH2:5][O:6][C:7]1[CH:12]=[N:11][C:10]([C:13]2[CH:14]=[C:15]([CH:19]([OH:21])[CH3:20])[CH:16]=[CH:17][CH:18]=2)=[N:9][CH:8]=1, predict the reactants needed to synthesize it. The reactants are: [CH3:1][N:2]([CH3:22])[CH2:3][CH2:4][CH2:5][O:6][C:7]1[CH:8]=[N:9][C:10]([C:13]2[CH:14]=[C:15]([C:19](=[O:21])[CH3:20])[CH:16]=[CH:17][CH:18]=2)=[N:11][CH:12]=1.C(O)C.[BH4-].[Na+].O. (2) Given the product [F:1][C:2]1[CH:7]=[CH:6][C:5]([N:8]2[C:16]3[C:11](=[C:12]([CH2:17][CH2:18][CH:19]([NH:21][C:22](=[O:28])[O:23][C:24]([CH3:27])([CH3:26])[CH3:25])[CH3:20])[CH:13]=[CH:14][CH:15]=3)[CH:10]=[N:9]2)=[CH:4][CH:3]=1, predict the reactants needed to synthesize it. The reactants are: [F:1][C:2]1[CH:7]=[CH:6][C:5]([N:8]2[C:16]3[C:11](=[C:12](/[CH:17]=[CH:18]/[CH:19]([NH:21][C:22](=[O:28])[O:23][C:24]([CH3:27])([CH3:26])[CH3:25])[CH3:20])[CH:13]=[CH:14][CH:15]=3)[CH:10]=[N:9]2)=[CH:4][CH:3]=1. (3) Given the product [C:1]([C:5]1[S:9][C:8]([NH:10][C:19](=[O:20])[O:21][C:22]([CH3:25])([CH3:24])[CH3:23])=[N:7][N:6]=1)([CH3:4])([CH3:3])[CH3:2], predict the reactants needed to synthesize it. The reactants are: [C:1]([C:5]1[S:9][C:8]([NH2:10])=[N:7][N:6]=1)([CH3:4])([CH3:3])[CH3:2].CN(C)CCN(C)C.[C:19](O[C:19]([O:21][C:22]([CH3:25])([CH3:24])[CH3:23])=[O:20])([O:21][C:22]([CH3:25])([CH3:24])[CH3:23])=[O:20]. (4) Given the product [CH3:21][C:14]1[CH:13]=[C:12]([N:9]2[CH2:10][CH2:11][C@H:7]([N:3]3[CH2:4][CH2:5][CH2:6][C@@H:2]3[CH3:1])[CH2:8]2)[CH:17]=[CH:16][C:15]=1[NH2:18], predict the reactants needed to synthesize it. The reactants are: [CH3:1][C@H:2]1[CH2:6][CH2:5][CH2:4][N:3]1[C@H:7]1[CH2:11][CH2:10][N:9]([C:12]2[CH:17]=[CH:16][C:15]([N+:18]([O-])=O)=[C:14]([CH3:21])[CH:13]=2)[CH2:8]1. (5) Given the product [O:17]1[C:21]2[CH:22]=[CH:23][C:24]([CH2:26][NH:27][C:10]([C@@H:9]3[CH2:13][C:14](=[O:16])[CH2:15][NH:8]3)=[O:12])=[CH:25][C:20]=2[O:19][CH2:18]1, predict the reactants needed to synthesize it. The reactants are: C(OC([N:8]1[CH2:15][C:14](=[O:16])[CH2:13][C@H:9]1[C:10]([OH:12])=O)=O)(C)(C)C.[O:17]1[C:21]2[CH:22]=[CH:23][C:24]([CH2:26][NH2:27])=[CH:25][C:20]=2[O:19][CH2:18]1. (6) Given the product [N:7]1([C:4]2[CH:3]=[N:2][NH:6][C:5]=2[NH2:14])[CH:11]=[CH:10][N:9]=[CH:8]1, predict the reactants needed to synthesize it. The reactants are: C[N:2](C)/[CH:3]=[C:4](/[N:7]1[CH:11]=[CH:10][N:9]=[CH:8]1)\[C:5]#[N:6].O.[NH2:14]N.Cl.